From a dataset of Forward reaction prediction with 1.9M reactions from USPTO patents (1976-2016). Predict the product of the given reaction. (1) Given the reactants [NH:1]1[CH2:6][CH2:5][CH:4]([C:7]2[CH:15]=[CH:14][CH:13]=[C:12]3[C:8]=2[CH2:9][C:10](=[O:16])[NH:11]3)[CH2:3][CH2:2]1.[CH2:17]([NH:24][C:25]([C:27]1[C:31]([CH3:32])=[C:30]([CH:33]=O)[NH:29][CH:28]=1)=[O:26])[C:18]1[CH:23]=[CH:22][CH:21]=[CH:20][CH:19]=1, predict the reaction product. The product is: [CH2:17]([NH:24][C:25]([C:27]1[C:31]([CH3:32])=[C:30]([CH:33]=[C:9]2[C:8]3[C:12](=[CH:13][CH:14]=[CH:15][C:7]=3[CH:4]3[CH2:3][CH2:2][NH:1][CH2:6][CH2:5]3)[NH:11][C:10]2=[O:16])[NH:29][CH:28]=1)=[O:26])[C:18]1[CH:19]=[CH:20][CH:21]=[CH:22][CH:23]=1. (2) Given the reactants [Si]([O:8][C@@H:9]([CH3:37])[C@H:10]([C:22]1[O:26][C:25]([C:27]2[CH:32]=[CH:31][C:30]([NH:33][C:34](=[O:36])[CH3:35])=[CH:29][CH:28]=2)=[N:24][N:23]=1)[NH:11][C:12]1[CH:17]=[CH:16][C:15]([C:18]#[N:19])=[C:14]([Cl:20])[C:13]=1[CH3:21])(C(C)(C)C)(C)C.CCCC[N+](CCCC)(CCCC)CCCC.[F-], predict the reaction product. The product is: [Cl:20][C:14]1[C:13]([CH3:21])=[C:12]([NH:11][C@@H:10]([C:22]2[O:26][C:25]([C:27]3[CH:28]=[CH:29][C:30]([NH:33][C:34](=[O:36])[CH3:35])=[CH:31][CH:32]=3)=[N:24][N:23]=2)[C@@H:9]([OH:8])[CH3:37])[CH:17]=[CH:16][C:15]=1[C:18]#[N:19]. (3) Given the reactants [CH:1]1([N:5]2[CH2:10][CH2:9][N:8]([C:11]([C@H:13]3[CH2:18][CH2:17][C@H:16]([OH:19])[CH2:15][CH2:14]3)=[O:12])[CH2:7][CH2:6]2)[CH2:4][CH2:3][CH2:2]1.[Cl:20][C:21]1[CH:22]=[CH:23][C:24](O)=[N:25][CH:26]=1, predict the reaction product. The product is: [Cl:20][C:21]1[CH:22]=[CH:23][C:24]([O:19][C@@H:16]2[CH2:17][CH2:18][C@H:13]([C:11]([N:8]3[CH2:9][CH2:10][N:5]([CH:1]4[CH2:4][CH2:3][CH2:2]4)[CH2:6][CH2:7]3)=[O:12])[CH2:14][CH2:15]2)=[N:25][CH:26]=1. (4) Given the reactants [CH2:1]([NH:8][C:9]1[N:17]=[C:16](Cl)[N:15]=[C:14]2[C:10]=1[N:11]=[CH:12][N:13]2[CH3:19])[C:2]1[CH:7]=[CH:6][CH:5]=[CH:4][CH:3]=1.[NH2:20][C@H:21]([CH2:24][CH3:25])[CH2:22][OH:23].CCOCC, predict the reaction product. The product is: [CH2:1]([NH:8][C:9]1[N:17]=[C:16]([NH:20][C@H:21]([CH2:24][CH3:25])[CH2:22][OH:23])[N:15]=[C:14]2[C:10]=1[N:11]=[CH:12][N:13]2[CH3:19])[C:2]1[CH:7]=[CH:6][CH:5]=[CH:4][CH:3]=1. (5) Given the reactants [O:1]([CH2:8][C:9]1[NH:10][CH:11]=[C:12]([C:14]2[CH:27]=[CH:26][C:17]([O:18][C:19]3[CH:25]=[CH:24][C:22]([NH2:23])=[CH:21][CH:20]=3)=[CH:16][CH:15]=2)[N:13]=1)[C:2]1[CH:7]=[CH:6][CH:5]=[CH:4][CH:3]=1.[C:28]1([N:34]=[C:35]=[O:36])[CH:33]=[CH:32][CH:31]=[CH:30][CH:29]=1.O.C(OCC)(=O)C, predict the reaction product. The product is: [O:1]([CH2:8][C:9]1[NH:10][CH:11]=[C:12]([C:14]2[CH:27]=[CH:26][C:17]([O:18][C:19]3[CH:20]=[CH:21][C:22]([NH:23][C:35]([NH:34][C:28]4[CH:33]=[CH:32][CH:31]=[CH:30][CH:29]=4)=[O:36])=[CH:24][CH:25]=3)=[CH:16][CH:15]=2)[N:13]=1)[C:2]1[CH:7]=[CH:6][CH:5]=[CH:4][CH:3]=1. (6) Given the reactants [Si]([O:8][CH2:9][CH:10]1[CH2:15][CH2:14][N:13]([C:16]([O:18][CH3:19])=[O:17])[CH:12]([CH3:20])[CH2:11]1)(C(C)(C)C)(C)C.CCCC[N+](CCCC)(CCCC)CCCC.[F-], predict the reaction product. The product is: [OH:8][CH2:9][CH:10]1[CH2:15][CH2:14][N:13]([C:16]([O:18][CH3:19])=[O:17])[CH:12]([CH3:20])[CH2:11]1.